From a dataset of Catalyst prediction with 721,799 reactions and 888 catalyst types from USPTO. Predict which catalyst facilitates the given reaction. (1) Reactant: [Cl:1][C:2]1[CH:7]=[CH:6][C:5]([C:8]2[N:9]=[C:10]([C:13]([OH:15])=O)[S:11][CH:12]=2)=[CH:4][CH:3]=1.C1N=CN(C(N2C=NC=C2)=O)C=1.[F:28][C:29]([F:39])([F:38])[C:30]1[CH:37]=[CH:36][C:33]([CH2:34][NH2:35])=[CH:32][CH:31]=1.C(Cl)(Cl)Cl. Product: [F:28][C:29]([F:38])([F:39])[C:30]1[CH:37]=[CH:36][C:33]([CH2:34][NH:35][C:13]([C:10]2[S:11][CH:12]=[C:8]([C:5]3[CH:4]=[CH:3][C:2]([Cl:1])=[CH:7][CH:6]=3)[N:9]=2)=[O:15])=[CH:32][CH:31]=1. The catalyst class is: 1. (2) Reactant: Cl[C:2]1[CH:7]=[C:6]([O:8][C:9]2[C:18]3[C:13](=[CH:14][CH:15]=[CH:16][CH:17]=3)[C:12]([NH:19][C:20](=[O:26])[O:21][C:22]([CH3:25])([CH3:24])[CH3:23])=[CH:11][CH:10]=2)[CH:5]=[CH:4][N:3]=1.[NH2:27][C:28]1[CH:33]=[CH:32][C:31]([P:34]([CH3:39])(=[O:38])[O:35][CH2:36][CH3:37])=[C:30]([Cl:40])[CH:29]=1.C(=O)([O-])[O-].[K+].[K+]. The catalyst class is: 3. Product: [Cl:40][C:30]1[CH:29]=[C:28]([NH:27][C:2]2[CH:7]=[C:6]([O:8][C:9]3[C:18]4[C:13](=[CH:14][CH:15]=[CH:16][CH:17]=4)[C:12]([NH:19][C:20](=[O:26])[O:21][C:22]([CH3:23])([CH3:25])[CH3:24])=[CH:11][CH:10]=3)[CH:5]=[CH:4][N:3]=2)[CH:33]=[CH:32][C:31]=1[P:34]([O:35][CH2:36][CH3:37])([CH3:39])=[O:38].